This data is from Full USPTO retrosynthesis dataset with 1.9M reactions from patents (1976-2016). The task is: Predict the reactants needed to synthesize the given product. (1) Given the product [CH3:5][C:4]([SH:6])([CH3:7])[CH2:3][NH:2][C:19]([CH2:18][O:17][CH2:16][C:15]([OH:22])=[O:21])=[O:20], predict the reactants needed to synthesize it. The reactants are: Cl.[NH2:2][CH2:3][C:4]([CH3:7])([SH:6])[CH3:5].C(N(CC)CC)C.[C:15]1(=[O:22])[O:21][C:19](=[O:20])[CH2:18][O:17][CH2:16]1. (2) Given the product [Br:5][C:6]1[CH:11]=[CH:10][C:9]([CH2:12][C@H:13]([C:15]2[NH:19][C:18]3[CH:20]=[CH:21][C:22]([C:24]([F:26])([F:25])[F:27])=[CH:23][C:17]=3[N:16]=2)[NH2:14])=[CH:8][CH:7]=1, predict the reactants needed to synthesize it. The reactants are: N#N.Cl.Cl.[Br:5][C:6]1[CH:11]=[CH:10][C:9]([CH2:12][C@H:13]([C:15]2[NH:19][C:18]3[CH:20]=[CH:21][C:22]([C:24]([F:27])([F:26])[F:25])=[CH:23][C:17]=3[N:16]=2)[NH2:14])=[CH:8][CH:7]=1.[OH-].[Na+]. (3) The reactants are: [F:1][C:2]1[CH:7]=[CH:6][C:5]([N:8]2[C@H:11]([C:12]3[CH:17]=[CH:16][C:15]([O:18][C:19]([C:32]4[CH:37]=[CH:36][CH:35]=[CH:34][CH:33]=4)([C:26]4[CH:31]=[CH:30][CH:29]=[CH:28][CH:27]=4)[C:20]4[CH:25]=[CH:24][CH:23]=[CH:22][CH:21]=4)=[CH:14][CH:13]=3)[C@@H:10]([CH2:38][CH2:39][C:40]([O:42]C)=[O:41])[C:9]2=[O:44])=[CH:4][CH:3]=1.[OH-].[K+].Cl.C(OCC)(=O)C. Given the product [F:1][C:2]1[CH:3]=[CH:4][C:5]([N:8]2[C@H:11]([C:12]3[CH:13]=[CH:14][C:15]([O:18][C:19]([C:20]4[CH:21]=[CH:22][CH:23]=[CH:24][CH:25]=4)([C:26]4[CH:31]=[CH:30][CH:29]=[CH:28][CH:27]=4)[C:32]4[CH:37]=[CH:36][CH:35]=[CH:34][CH:33]=4)=[CH:16][CH:17]=3)[C@@H:10]([CH2:38][CH2:39][C:40]([OH:42])=[O:41])[C:9]2=[O:44])=[CH:6][CH:7]=1, predict the reactants needed to synthesize it.